Dataset: Reaction yield outcomes from USPTO patents with 853,638 reactions. Task: Predict the reaction yield, written as a fraction of the theoretical maximum amount of product (1.0 means a 100% yield; for example, 0.34 means a 34% yield). (1) The reactants are [CH2:1]([O:3][C:4]([C@@H:6]1[CH2:10][CH:9]([O:11][Si:12]([C:15]([CH3:18])([CH3:17])[CH3:16])([CH3:14])[CH3:13])[CH2:8][C@H:7]1[CH2:19][OH:20])=[O:5])[CH3:2].[Cl:21][C:22]1[CH:27]=[CH:26][C:25](O)=[CH:24][CH:23]=1.C1(P(C2C=CC=CC=2)C2C=CC=CC=2)C=CC=CC=1.C(OC(N=NC(OC(C)(C)C)=O)=O)(C)(C)C. The catalyst is ClCCl.O1CCCC1. The product is [CH2:1]([O:3][C:4]([C@@H:6]1[CH2:10][CH:9]([O:11][Si:12]([C:15]([CH3:16])([CH3:18])[CH3:17])([CH3:13])[CH3:14])[CH2:8][C@H:7]1[CH2:19][O:20][C:25]1[CH:26]=[CH:27][C:22]([Cl:21])=[CH:23][CH:24]=1)=[O:5])[CH3:2]. The yield is 0.890. (2) The reactants are [I:1]CCCC.[OH:6][C:7]1(I)[CH:16]=[CH:15][CH:14]=[C:9]([C:10]([O:12][CH3:13])=[O:11])[CH2:8]1.C(=O)([O-])[O-].[K+].[K+].[CH2:24]([C:26]([CH3:28])=O)[CH3:25]. No catalyst specified. The product is [CH2:25]([O:6][C:7]1[CH:8]=[C:9]([CH:14]=[CH:15][C:16]=1[I:1])[C:10]([O:12][CH3:13])=[O:11])[CH2:24][CH2:26][CH3:28]. The yield is 0.990. (3) The reactants are Cl.Cl.[CH3:3][C@H:4]1[C:12]2[C:11]([N:13]3[CH2:18][CH2:17][NH:16][CH2:15][C@@H:14]3[CH3:19])=[N:10][CH:9]=[N:8][C:7]=2[CH2:6][CH2:5]1.C(N(CC)CC)C.[C:27]([O:31][C:32]([NH:34][C@H:35]([CH2:39][C:40]1[CH:45]=[CH:44][C:43]([Cl:46])=[CH:42][CH:41]=1)[C:36](O)=[O:37])=[O:33])([CH3:30])([CH3:29])[CH3:28].CN(C(ON1N=NC2C=CC=CC1=2)=[N+](C)C)C.F[P-](F)(F)(F)(F)F. The catalyst is C(Cl)Cl. The product is [Cl:46][C:43]1[CH:44]=[CH:45][C:40]([CH2:39][C@@H:35]([NH:34][C:32](=[O:33])[O:31][C:27]([CH3:29])([CH3:28])[CH3:30])[C:36]([N:16]2[CH2:17][CH2:18][N:13]([C:11]3[C:12]4[C@H:4]([CH3:3])[CH2:5][CH2:6][C:7]=4[N:8]=[CH:9][N:10]=3)[C@@H:14]([CH3:19])[CH2:15]2)=[O:37])=[CH:41][CH:42]=1. The yield is 0.880. (4) The reactants are [CH2:1]([NH:8][C:9]1[CH:14]=[CH:13][N:12]([CH2:15][C:16]2[CH:21]=[CH:20][CH:19]=[C:18]([F:22])[CH:17]=2)[C:11](=[O:23])[CH:10]=1)[C:2]1[CH:7]=[CH:6][CH:5]=[CH:4][CH:3]=1.[Br:24]N1C(=O)CCC1=O. The catalyst is C(Cl)Cl. The product is [CH2:1]([NH:8][C:9]1[CH:14]=[CH:13][N:12]([CH2:15][C:16]2[CH:21]=[CH:20][CH:19]=[C:18]([F:22])[CH:17]=2)[C:11](=[O:23])[C:10]=1[Br:24])[C:2]1[CH:7]=[CH:6][CH:5]=[CH:4][CH:3]=1. The yield is 0.350. (5) The reactants are [O:1]=[C:2]1[CH2:6][O:5][C:4]([NH:7][C@@H:8]2[CH2:10][C@H:9]2[C:11]2[CH:16]=[CH:15][CH:14]=[CH:13][CH:12]=2)=[C:3]1[C:17]([O:19][CH2:20][CH3:21])=[O:18].[NH:22]1[C:30]2[C:25](=[CH:26][CH:27]=[CH:28][N:29]=2)[C:24]([CH:31]=O)=[CH:23]1.N1CCC[C@H]1C(O)=O. The catalyst is C(O)C. The product is [NH:22]1[C:30]2=[N:29][CH:28]=[CH:27][CH:26]=[C:25]2[C:24]([CH:31]=[C:6]2[O:5][C:4]([NH:7][C@@H:8]3[CH2:10][C@H:9]3[C:11]3[CH:12]=[CH:13][CH:14]=[CH:15][CH:16]=3)=[C:3]([C:17]([O:19][CH2:20][CH3:21])=[O:18])[C:2]2=[O:1])=[CH:23]1. The yield is 0.140.